Task: Predict the product of the given reaction.. Dataset: Forward reaction prediction with 1.9M reactions from USPTO patents (1976-2016) Given the reactants [CH2:1]([O:3][C:4]([C:6]1[NH:7][C:8]2[C:13]([CH:14]=1)=[CH:12][C:11]([OH:15])=[CH:10][CH:9]=2)=[O:5])[CH3:2].Br[CH2:17][CH2:18][CH2:19][Cl:20].C(=O)([O-])[O-].[K+].[K+], predict the reaction product. The product is: [CH2:1]([O:3][C:4]([C:6]1[NH:7][C:8]2[C:13]([CH:14]=1)=[CH:12][C:11]([O:15][CH2:17][CH2:18][CH2:19][Cl:20])=[CH:10][CH:9]=2)=[O:5])[CH3:2].